From a dataset of Catalyst prediction with 721,799 reactions and 888 catalyst types from USPTO. Predict which catalyst facilitates the given reaction. (1) Reactant: [F:1][C:2]1[CH:7]=[CH:6][CH:5]=[C:4]([N+:8]([O-:10])=[O:9])[C:3]=1[OH:11].O[CH:13]1[CH2:17][CH2:16][O:15][CH2:14]1.C1(P(C2C=CC=CC=2)C2C=CC=CC=2)C=CC=CC=1. Product: [F:1][C:2]1[CH:7]=[CH:6][CH:5]=[C:4]([N+:8]([O-:10])=[O:9])[C:3]=1[O:11][CH:13]1[CH2:17][CH2:16][O:15][CH2:14]1. The catalyst class is: 2. (2) Reactant: S(Cl)(Cl)=O.[O:5]1[C:9]2[CH:10]=[CH:11][CH:12]=[CH:13][C:8]=2[N:7]=[C:6]1[C:14]1[CH:22]=[CH:21][C:17]([C:18]([OH:20])=O)=[CH:16][CH:15]=1.[N:23]1([C:29]([O:31][C:32]([CH3:35])([CH3:34])[CH3:33])=[O:30])[CH2:28][CH2:27][NH:26][CH2:25][CH2:24]1.C(N(CC)C(C)C)(C)C. Product: [O:5]1[C:9]2[CH:10]=[CH:11][CH:12]=[CH:13][C:8]=2[N:7]=[C:6]1[C:14]1[CH:15]=[CH:16][C:17]([C:18]([N:26]2[CH2:25][CH2:24][N:23]([C:29]([O:31][C:32]([CH3:35])([CH3:34])[CH3:33])=[O:30])[CH2:28][CH2:27]2)=[O:20])=[CH:21][CH:22]=1. The catalyst class is: 136. (3) Reactant: [Cl:1][C:2]1[CH:11]=[CH:10][C:9]2[N:8]([CH2:12][CH2:13][CH2:14][CH2:15][NH:16][C:17]([N:19]3[CH2:27][C:26]4[CH:25]=[CH:24][N:23]=[CH:22][C:21]=4[CH2:20]3)=[O:18])[C:7](=[O:28])[CH:6]3[CH2:29][CH:30]4[CH2:31][CH2:32][O:33][C:5]34[C:4]=2[CH:3]=1.[OH-].[Na+].Cl. Product: [Cl:1][C:2]1[CH:11]=[CH:10][C:9]2[N:8]([CH2:12][CH2:13][CH2:14][CH2:15][NH:16][C:17]([N:19]3[CH2:27][C:26]4[CH:25]=[CH:24][N:23]=[CH:22][C:21]=4[CH2:20]3)=[O:18])[C:7](=[O:28])[C:6]3[CH2:29][CH:30]([CH2:31][CH2:32][OH:33])[C:5]=3[C:4]=2[CH:3]=1. The catalyst class is: 35. (4) Reactant: [NH2:1][C:2]1[CH:3]=[N:4][CH:5]=[CH:6][C:7]=1[CH:8]=O.[NH:10]1[CH2:15][CH2:14][O:13][CH:12]([CH2:16][N:17]2[CH2:22][CH2:21][N:20]([C:23]([O:25][C:26]([CH3:29])([CH3:28])[CH3:27])=[O:24])[CH2:19][CH2:18]2)[CH2:11]1.[BH-](OC(C)=O)(OC(C)=O)OC(C)=O.[Na+]. Product: [NH2:1][C:2]1[CH:3]=[N:4][CH:5]=[CH:6][C:7]=1[CH2:8][N:10]1[CH2:15][CH2:14][O:13][CH:12]([CH2:16][N:17]2[CH2:22][CH2:21][N:20]([C:23]([O:25][C:26]([CH3:29])([CH3:28])[CH3:27])=[O:24])[CH2:19][CH2:18]2)[CH2:11]1. The catalyst class is: 2. (5) Product: [C:16]1([C:12]2[C:13]([CH3:14])=[CH:6][C:5]3[C:4](=[C:3]([O:2][CH3:1])[CH:10]=[CH:9][CH:8]=3)[N:11]=2)[CH:21]=[CH:20][CH:19]=[CH:18][CH:17]=1. Reactant: [CH3:1][O:2][C:3]1[C:4]([NH2:11])=[C:5]([CH:8]=[CH:9][CH:10]=1)[CH:6]=O.[C:12]([C:16]1[CH:21]=[CH:20][CH:19]=[CH:18][CH:17]=1)(=O)[CH2:13][CH3:14].[OH-].[K+]. The catalyst class is: 8.